This data is from Reaction yield outcomes from USPTO patents with 853,638 reactions. The task is: Predict the reaction yield, written as a fraction of the theoretical maximum amount of product (1.0 means a 100% yield; for example, 0.34 means a 34% yield). (1) The reactants are [CH3:1][CH:2]1[CH2:7][CH2:6][NH:5][CH2:4][CH2:3]1.[C:8](O[C:8]([O:10][C:11]([CH3:14])([CH3:13])[CH3:12])=[O:9])([O:10][C:11]([CH3:14])([CH3:13])[CH3:12])=[O:9]. The catalyst is C(Cl)Cl. The product is [C:11]([O:10][C:8]([N:5]1[CH2:6][CH2:7][CH:2]([CH3:1])[CH2:3][CH2:4]1)=[O:9])([CH3:14])([CH3:13])[CH3:12]. The yield is 0.730. (2) The reactants are [OH-].[Na+].[NH2:3][C:4]1[CH:8]=[CH:7][S:6][C:5]=1[C:9]([O-:11])=[O:10].Cl. The catalyst is CO. The product is [NH2:3][C:4]1[CH:8]=[CH:7][S:6][C:5]=1[C:9]([OH:11])=[O:10]. The yield is 0.820. (3) The catalyst is C1COCC1. The yield is 0.640. The product is [Br:13][C:14]1[CH:15]=[C:16]([CH3:21])[C:17]([F:20])=[C:18]([CH:19]=1)[CH:25]=[O:26]. The reactants are C(NC(C)C)(C)C.C([Li])CCC.[Br:13][C:14]1[CH:19]=[CH:18][C:17]([F:20])=[C:16]([CH3:21])[CH:15]=1.CN([CH:25]=[O:26])C. (4) The reactants are Cl[C:2]1[C:11]2[C:6](=[CH:7][C:8]([O:14][CH3:15])=[C:9]([O:12][CH3:13])[CH:10]=2)[N:5]=[CH:4][N:3]=1.[NH2:16][C:17]1[C:22]2[O:23][CH2:24][O:25][C:21]=2[C:20]([C:26]#[C:27][CH2:28][NH:29][C:30](=[O:34])[N:31]([CH3:33])[CH3:32])=[CH:19][C:18]=1[Cl:35].C[Si]([N-][Si](C)(C)C)(C)C.[Na+]. The catalyst is CN(C=O)C. The product is [Cl:35][C:18]1[CH:19]=[C:20]([C:26]#[C:27][CH2:28][NH:29][C:30](=[O:34])[N:31]([CH3:32])[CH3:33])[C:21]2[O:25][CH2:24][O:23][C:22]=2[C:17]=1[NH:16][C:2]1[C:11]2[C:6](=[CH:7][C:8]([O:14][CH3:15])=[C:9]([O:12][CH3:13])[CH:10]=2)[N:5]=[CH:4][N:3]=1. The yield is 0.770. (5) The reactants are [Cl:1][C:2]1[C:6]([N:7]([CH2:18][CH3:19])[C:8](=[O:17])[CH2:9][CH:10]([S:15][CH3:16])[C:11]([F:14])([F:13])[F:12])=[CH:5][N:4]([C:20]2[CH:21]=[N:22][CH:23]=[CH:24][CH:25]=2)[N:3]=1.FC(F)(F)C([OH:33])C(F)(F)F.OO. No catalyst specified. The product is [Cl:1][C:2]1[C:6]([N:7]([CH2:18][CH3:19])[C:8](=[O:17])[CH2:9][CH:10]([S:15]([CH3:16])=[O:33])[C:11]([F:14])([F:13])[F:12])=[CH:5][N:4]([C:20]2[CH:21]=[N:22][CH:23]=[CH:24][CH:25]=2)[N:3]=1. The yield is 0.890. (6) The reactants are [CH3:1][O:2][C:3]1[CH:4]=[CH:5][C:6]([N+:10]([O-:12])=[O:11])=[C:7]([CH:9]=1)[NH2:8].[C:13](O[C:13]([O:15][C:16]([CH3:19])([CH3:18])[CH3:17])=[O:14])([O:15][C:16]([CH3:19])([CH3:18])[CH3:17])=[O:14]. The catalyst is C(OCC)(=O)C.CN(C1C=CC=CN=1)C. The product is [C:16]([O:15][C:13](=[O:14])[N:8]([C:7]1[CH:9]=[C:3]([O:2][CH3:1])[CH:4]=[CH:5][C:6]=1[N+:10]([O-:12])=[O:11])[C:13]([O:15][C:16]([CH3:19])([CH3:18])[CH3:17])=[O:14])([CH3:19])([CH3:18])[CH3:17]. The yield is 1.01. (7) The reactants are [F:1][C:2]([F:13])([F:12])[C:3]1[CH:4]=[C:5]([CH:9]=[CH:10][CH:11]=1)[C:6]([NH2:8])=[O:7].[Cl:14][CH2:15][C:16](=O)[CH2:17]Cl. No catalyst specified. The product is [Cl:14][CH2:15][C:16]1[N:8]=[C:6]([C:5]2[CH:9]=[CH:10][CH:11]=[C:3]([C:2]([F:12])([F:13])[F:1])[CH:4]=2)[O:7][CH:17]=1. The yield is 0.670.